Task: Predict the product of the given reaction.. Dataset: Forward reaction prediction with 1.9M reactions from USPTO patents (1976-2016) Given the reactants [S:1]1[CH:5]=[CH:4][N:3]=[C:2]1[C:6]1[CH:11]=[CH:10][C:9]([OH:12])=[CH:8][CH:7]=1.I[C:14]1[CH:19]=[CH:18][CH:17]=[CH:16][C:15]=1[O:20][CH3:21].Cl.CN(C)CC(O)=O, predict the reaction product. The product is: [CH3:21][O:20][C:15]1[CH:16]=[CH:17][C:18]([O:12][C:9]2[CH:10]=[CH:11][C:6]([C:2]3[S:1][CH:5]=[CH:4][N:3]=3)=[CH:7][CH:8]=2)=[CH:19][CH:14]=1.